Dataset: Forward reaction prediction with 1.9M reactions from USPTO patents (1976-2016). Task: Predict the product of the given reaction. (1) The product is: [C:23]1([CH:17]([N:10]2[CH2:15][CH2:14][CH2:13][CH2:12][CH2:11]2)[C:18]([O:20][CH2:21][CH3:22])=[O:19])[CH:28]=[CH:27][CH:26]=[CH:25][CH:24]=1. Given the reactants CCN(C(C)C)C(C)C.[NH:10]1[CH2:15][CH2:14][CH2:13][CH2:12][CH2:11]1.Br[CH:17]([C:23]1[CH:28]=[CH:27][CH:26]=[CH:25][CH:24]=1)[C:18]([O:20][CH2:21][CH3:22])=[O:19], predict the reaction product. (2) The product is: [CH2:65]([O:64][C:21]1[C:22]([O:45][CH2:46][CH2:47][CH2:48][CH2:49][CH2:50][CH2:51][CH2:52][CH2:53][CH2:54][CH2:55][CH2:56][CH2:57][CH2:58][CH2:59][CH2:60][CH2:61][CH2:62][CH3:63])=[C:23]([O:26][CH2:27][CH2:28][CH2:29][CH2:30][CH2:31][CH2:32][CH2:33][CH2:34][CH2:35][CH2:36][CH2:37][CH2:38][CH2:39][CH2:40][CH2:41][CH2:42][CH2:43][CH3:44])[CH:24]=[CH:25][C:20]=1[CH:19]([NH2:18])[C:83]1[CH:88]=[CH:87][CH:86]=[CH:85][CH:84]=1)[CH2:66][CH2:67][CH2:68][CH2:69][CH2:70][CH2:71][CH2:72][CH2:73][CH2:74][CH2:75][CH2:76][CH2:77][CH2:78][CH2:79][CH2:80][CH2:81][CH3:82]. Given the reactants C1C2C(COC([NH:18][CH:19]([C:83]3[CH:88]=[CH:87][CH:86]=[CH:85][CH:84]=3)[C:20]3[CH:25]=[CH:24][C:23]([O:26][CH2:27][CH2:28][CH2:29][CH2:30][CH2:31][CH2:32][CH2:33][CH2:34][CH2:35][CH2:36][CH2:37][CH2:38][CH2:39][CH2:40][CH2:41][CH2:42][CH2:43][CH3:44])=[C:22]([O:45][CH2:46][CH2:47][CH2:48][CH2:49][CH2:50][CH2:51][CH2:52][CH2:53][CH2:54][CH2:55][CH2:56][CH2:57][CH2:58][CH2:59][CH2:60][CH2:61][CH2:62][CH3:63])[C:21]=3[O:64][CH2:65][CH2:66][CH2:67][CH2:68][CH2:69][CH2:70][CH2:71][CH2:72][CH2:73][CH2:74][CH2:75][CH2:76][CH2:77][CH2:78][CH2:79][CH2:80][CH2:81][CH3:82])=O)C3C(=CC=CC=3)C=2C=CC=1.N1CCCCC1, predict the reaction product.